This data is from Forward reaction prediction with 1.9M reactions from USPTO patents (1976-2016). The task is: Predict the product of the given reaction. (1) The product is: [Br:1][C:2]1[CH:3]=[C:7]([CH2:27][CH2:26][NH:28][C:19](=[O:20])[O:21][C:22]([CH3:23])([CH3:24])[CH3:25])[CH:8]=[CH:9][CH:10]=1. Given the reactants [Br:1][C:2]1[CH:10]=[CH:9][CH:8]=[CH:7][C:3]=1CCN.[C:19](O[C:19]([O:21][C:22]([CH3:25])([CH3:24])[CH3:23])=[O:20])([O:21][C:22]([CH3:25])([CH3:24])[CH3:23])=[O:20].[C:26](#[N:28])[CH3:27], predict the reaction product. (2) Given the reactants [Cl:1][C:2]1[CH:10]=[C:9]2[C:5]([C:6]([I:11])=[CH:7][NH:8]2)=[CH:4][CH:3]=1.[S:12](Cl)([C:15]1[CH:21]=[CH:20][C:18]([CH3:19])=[CH:17][CH:16]=1)(=[O:14])=[O:13].[OH-].[Na+], predict the reaction product. The product is: [Cl:1][C:2]1[CH:10]=[C:9]2[C:5]([C:6]([I:11])=[CH:7][N:8]2[S:12]([C:15]2[CH:21]=[CH:20][C:18]([CH3:19])=[CH:17][CH:16]=2)(=[O:14])=[O:13])=[CH:4][CH:3]=1.